Task: Predict the reactants needed to synthesize the given product.. Dataset: Full USPTO retrosynthesis dataset with 1.9M reactions from patents (1976-2016) (1) Given the product [NH2:1][C:2]1[CH:7]=[CH:6][N:5]=[C:4]([NH:8][CH2:9][CH2:10][CH2:11][O:12][C:13]2[CH:29]=[CH:28][C:16]3[CH2:17][C@@H:18]([CH2:23][C:24]([OH:26])=[O:25])[C:19](=[O:22])[NH:20][CH2:21][C:15]=3[CH:14]=2)[CH:3]=1, predict the reactants needed to synthesize it. The reactants are: [NH2:1][C:2]1[CH:7]=[CH:6][N:5]=[C:4]([NH:8][CH2:9][CH2:10][CH2:11][O:12][C:13]2[CH:29]=[CH:28][C:16]3[CH2:17][C@@H:18]([CH2:23][C:24]([O:26]C)=[O:25])[C:19](=[O:22])[NH:20][CH2:21][C:15]=3[CH:14]=2)[CH:3]=1.N1C=CC=CC=1NCCCOC1C=CC2CC(CC(OCC)=O)C(=O)NCC=2C=1. (2) Given the product [CH2:21]([N:8]1[C:9](=[O:20])[C:10]2[C:15](=[CH:14][C:13]([O:16][CH3:17])=[C:12]([O:18][CH3:19])[CH:11]=2)[C:6]([C:4]([OH:5])=[O:3])=[N:7]1)[CH3:22], predict the reactants needed to synthesize it. The reactants are: C([O:3][C:4]([C:6]1[C:15]2[C:10](=[CH:11][C:12]([O:18][CH3:19])=[C:13]([O:16][CH3:17])[CH:14]=2)[C:9](=[O:20])[N:8]([CH2:21][CH3:22])[N:7]=1)=[O:5])C.[OH-].[Li+].Cl. (3) Given the product [Cl:19][C:18]1[C:2]([Cl:1])=[CH:3][C:4]2[N:8]([CH2:21][C:22]3[CH:31]=[CH:30][C:25]([C:26]([O:28][CH3:29])=[O:27])=[CH:24][CH:23]=3)[C:7]([C:9]3[CH:10]=[CH:11][C:12]([CH:15]=[O:16])=[CH:13][CH:14]=3)=[N:6][C:5]=2[CH:17]=1, predict the reactants needed to synthesize it. The reactants are: [Cl:1][C:2]1[C:18]([Cl:19])=[CH:17][C:5]2[N:6]=[C:7]([C:9]3[CH:14]=[CH:13][C:12]([CH:15]=[O:16])=[CH:11][CH:10]=3)[NH:8][C:4]=2[CH:3]=1.Br[CH2:21][C:22]1[CH:31]=[CH:30][C:25]([C:26]([O:28][CH3:29])=[O:27])=[CH:24][CH:23]=1. (4) Given the product [CH2:44]([N:46]([CH2:67][C:68]1[CH:73]=[CH:72][C:71]([O:74][CH2:75][CH2:76][N:77]2[CH2:82][CH2:81][CH2:80][CH2:79][CH2:78]2)=[C:70]([F:83])[CH:69]=1)[C:47]1[CH:52]=[C:51]([OH:53])[CH:50]=[CH:49][C:48]=1[CH:55]1[CH2:64][CH2:63][C:62]2[CH:61]=[C:60]([OH:65])[CH:59]=[CH:58][C:57]=2[CH2:56]1)[CH3:45], predict the reactants needed to synthesize it. The reactants are: C(NC1C=C(OC)C=CC=1C1CCC2C(=CC=C(OC)C=2)C1)C.Cl.FC1C=C(C=CC=1OCCN1CCCCC1)C(O)=O.[CH2:44]([N:46]([CH2:67][C:68]1[CH:73]=[CH:72][C:71]([O:74][CH2:75][CH2:76][N:77]2[CH2:82][CH2:81][CH2:80][CH2:79][CH2:78]2)=[C:70]([F:83])[CH:69]=1)[C:47]1[CH:52]=[C:51]([O:53]C)[CH:50]=[CH:49][C:48]=1[CH:55]1[CH2:64][CH2:63][C:62]2[C:57](=[CH:58][CH:59]=[C:60]([O:65]C)[CH:61]=2)[CH2:56]1)[CH3:45]. (5) Given the product [F:15][C:16]([F:25])([F:26])[C:17]1[CH:24]=[CH:23][C:20]([CH2:21][O:1][C:2]2[CH:3]=[CH:4][C:5]3[CH:9]=[C:8]([C:10]([O:12][CH3:13])=[O:11])[S:7][C:6]=3[CH:14]=2)=[CH:19][CH:18]=1, predict the reactants needed to synthesize it. The reactants are: [OH:1][C:2]1[CH:3]=[CH:4][C:5]2[CH:9]=[C:8]([C:10]([O:12][CH3:13])=[O:11])[S:7][C:6]=2[CH:14]=1.[F:15][C:16]([F:26])([F:25])[C:17]1[CH:24]=[CH:23][C:20]([CH2:21]Br)=[CH:19][CH:18]=1.C(=O)([O-])[O-].[K+].[K+].C(#N)C.